From a dataset of Reaction yield outcomes from USPTO patents with 853,638 reactions. Predict the reaction yield, written as a fraction of the theoretical maximum amount of product (1.0 means a 100% yield; for example, 0.34 means a 34% yield). (1) The reactants are C(OC([NH:8][C@H:9]([C:13]([O:15][CH2:16][CH2:17][N:18]1[CH2:23][CH2:22][N:21]([S:24]([C:27]2[CH:28]=[CH:29][C:30]([O:47][CH2:48][CH3:49])=[C:31]([C:33]3[NH:34][C:35](=[O:46])[C:36]4[N:41]([CH3:42])[CH:40]=[C:39]([CH2:43][CH2:44][CH3:45])[C:37]=4[N:38]=3)[CH:32]=2)(=[O:26])=[O:25])[CH2:20][CH2:19]1)=[O:14])[CH:10]([CH3:12])[CH3:11])=O)(C)(C)C.C(C(O)=O)(F)(F)F.[ClH:57]. The catalyst is C(Cl)Cl. The product is [ClH:57].[ClH:57].[CH2:48]([O:47][C:30]1[CH:29]=[CH:28][C:27]([S:24]([N:21]2[CH2:22][CH2:23][N:18]([CH2:17][CH2:16][O:15][C:13](=[O:14])[C@H:9]([CH:10]([CH3:11])[CH3:12])[NH2:8])[CH2:19][CH2:20]2)(=[O:26])=[O:25])=[CH:32][C:31]=1[C:33]1[NH:34][C:35](=[O:46])[C:36]2[N:41]([CH3:42])[CH:40]=[C:39]([CH2:43][CH2:44][CH3:45])[C:37]=2[N:38]=1)[CH3:49]. The yield is 0.950. (2) The reactants are [NH2:1][C:2]1[N:7]=[CH:6][C:5]([C:8]2[CH:13]=[CH:12][C:11]([C:14]3[C:15]([C:20]([O:22]C)=[O:21])=[CH:16][CH:17]=[CH:18][CH:19]=3)=[CH:10][C:9]=2[F:24])=[CH:4][N:3]=1. The catalyst is [OH-].[Na+].C1COCC1. The product is [NH2:1][C:2]1[N:7]=[CH:6][C:5]([C:8]2[CH:13]=[CH:12][C:11]([C:14]3[C:15]([C:20]([OH:22])=[O:21])=[CH:16][CH:17]=[CH:18][CH:19]=3)=[CH:10][C:9]=2[F:24])=[CH:4][N:3]=1. The yield is 1.06.